Dataset: Reaction yield outcomes from USPTO patents with 853,638 reactions. Task: Predict the reaction yield, written as a fraction of the theoretical maximum amount of product (1.0 means a 100% yield; for example, 0.34 means a 34% yield). (1) The reactants are [N:1]#[C:2][NH2:3].[CH3:4][O-].[Na+].CO.[Cl:9][C:10]1[CH:11]=[C:12]([N:16]=[C:17]=[S:18])[CH:13]=[CH:14][CH:15]=1.IC. No catalyst specified. The product is [Cl:9][C:10]1[CH:11]=[C:12]([NH:16]/[C:17](/[S:18][CH3:4])=[N:1]/[C:2]#[N:3])[CH:13]=[CH:14][CH:15]=1. The yield is 0.586. (2) The reactants are [CH2:1]([O:8][CH:9]1[CH2:13][C@H:12]([CH2:14]O)[N:11]([C:16]([O:18][C:19]([CH3:22])([CH3:21])[CH3:20])=[O:17])[C@@H:10]1[CH2:23][OH:24])[C:2]1[CH:7]=[CH:6][CH:5]=[CH:4][CH:3]=1.[H-].[Na+]. The catalyst is C1COCC1. The product is [C:19]([O:18][C:16]([N:11]1[CH:10]2[CH:9]([O:8][CH2:1][C:2]3[CH:7]=[CH:6][CH:5]=[CH:4][CH:3]=3)[CH2:13][CH:12]1[CH2:14][O:24][CH2:23]2)=[O:17])([CH3:21])([CH3:20])[CH3:22]. The yield is 0.660.